From a dataset of Catalyst prediction with 721,799 reactions and 888 catalyst types from USPTO. Predict which catalyst facilitates the given reaction. (1) Reactant: Cl[C:2]1[N:10]=[C:9]2[C:5]([N:6]=[C:7]([CH2:12][CH2:13][N:14]3[CH2:19][CH:18]([CH:20]([CH3:22])[CH3:21])[NH:17][C:16](=[O:23])[CH2:15]3)[N:8]2[CH3:11])=[C:4]([N:24]2[CH2:29][CH2:28][O:27][CH2:26][CH2:25]2)[N:3]=1.[CH2:30]([C:32]1[NH:33][C:34]2[CH:40]=[CH:39][CH:38]=[CH:37][C:35]=2[N:36]=1)[CH3:31].CC(C1C=C(C(C)C)C(C2C=CC=CC=2P(C2CCCCC2)C2CCCCC2)=C(C(C)C)C=1)C.C([O-])([O-])=O.[Cs+].[Cs+]. Product: [CH2:30]([C:32]1[N:33]([C:2]2[N:10]=[C:9]3[C:5]([N:6]=[C:7]([CH2:12][CH2:13][N:14]4[CH2:19][CH:18]([CH:20]([CH3:22])[CH3:21])[NH:17][C:16](=[O:23])[CH2:15]4)[N:8]3[CH3:11])=[C:4]([N:24]3[CH2:25][CH2:26][O:27][CH2:28][CH2:29]3)[N:3]=2)[C:34]2[CH:40]=[CH:39][CH:38]=[CH:37][C:35]=2[N:36]=1)[CH3:31]. The catalyst class is: 62. (2) Reactant: [Si]([O:8][C@H:9]([C:46]1[CH:47]=[CH:48][C:49]([OH:55])=[C:50]([NH:52][CH:53]=[O:54])[CH:51]=1)[CH2:10][NH:11][CH2:12][CH2:13][C:14]1[CH:19]=[CH:18][C:17]([O:20][CH2:21][CH2:22][C:23]2[CH:28]=[CH:27][C:26]([OH:29])=[C:25]([C@@H:30]([C:40]3[CH:45]=[CH:44][CH:43]=[CH:42][CH:41]=3)[CH2:31][CH2:32][N:33]([CH:37]([CH3:39])[CH3:38])[CH:34]([CH3:36])[CH3:35])[CH:24]=2)=[CH:16][CH:15]=1)(C(C)(C)C)(C)C.CCN(CC)CC.F.F.F. Product: [NH3:11].[CH:37]([N:33]([CH:34]([CH3:36])[CH3:35])[CH2:32][CH2:31][C@@H:30]([C:25]1[CH:24]=[C:23]([CH2:22][CH2:21][O:20][C:17]2[CH:18]=[CH:19][C:14]([CH2:13][CH2:12][NH:11][CH2:10][C@@H:9]([C:46]3[CH:47]=[CH:48][C:49]([OH:55])=[C:50]([NH:52][CH:53]=[O:54])[CH:51]=3)[OH:8])=[CH:15][CH:16]=2)[CH:28]=[CH:27][C:26]=1[OH:29])[C:40]1[CH:41]=[CH:42][CH:43]=[CH:44][CH:45]=1)([CH3:38])[CH3:39]. The catalyst class is: 111. (3) Reactant: Cl[C:2]1[C:3]2[C:4](=[CH:14][N:15](CC3C=CC(OC)=CC=3)[N:16]=2)[N:5]=[C:6]([C:8]2[CH:13]=[CH:12][N:11]=[CH:10][CH:9]=2)[N:7]=1.[NH2:26][C:27]1[CH:37]=[CH:36][C:30]2[O:31][CH2:32][C:33](=[O:35])[NH:34][C:29]=2[CH:28]=1.Cl. Product: [N:11]1[CH:10]=[CH:9][C:8]([C:6]2[N:7]=[C:2]([NH:26][C:27]3[CH:37]=[CH:36][C:30]4[O:31][CH2:32][C:33](=[O:35])[NH:34][C:29]=4[CH:28]=3)[C:3]3[NH:16][N:15]=[CH:14][C:4]=3[N:5]=2)=[CH:13][CH:12]=1. The catalyst class is: 71. (4) Reactant: [Cl:1][C:2]1[C:7]([F:8])=[CH:6][CH:5]=[C:4]([Cl:9])[C:3]=1[C@H:10]([O:12][C:13]1[C:14]2[O:22][CH:21]=[C:20]([C:23]3[CH2:24][CH2:25][NH:26][CH2:27][CH:28]=3)[C:15]=2[CH:16]=[N:17][C:18]=1[NH2:19])[CH3:11].C(OC([N:36]1[CH2:40][CH2:39][CH2:38][C@@:37]1([CH3:44])[C:41](O)=[O:42])=O)(C)(C)C.CN(C(ON1N=NC2C=CC=CC1=2)=[N+](C)C)C.[B-](F)(F)(F)F.CCN(C(C)C)C(C)C.Cl. Product: [NH2:19][C:18]1[N:17]=[CH:16][C:15]2[C:20]([C:23]3[CH2:24][CH2:25][N:26]([C:41]([C@:37]4([CH3:44])[CH2:38][CH2:39][CH2:40][NH:36]4)=[O:42])[CH2:27][CH:28]=3)=[CH:21][O:22][C:14]=2[C:13]=1[O:12][C@@H:10]([C:3]1[C:4]([Cl:9])=[CH:5][CH:6]=[C:7]([F:8])[C:2]=1[Cl:1])[CH3:11]. The catalyst class is: 887. (5) Reactant: FC1C=C(C2C=NC=C3C=2N=C(C(OCC)=O)C=C3)C=CC=1O.[OH:24][CH2:25][CH2:26][O:27][C:28]1[CH:40]=[CH:39][C:31]([C:32]([O:34][C:35]([CH3:38])([CH3:37])[CH3:36])=[O:33])=[CH:30][CH:29]=1.[F:41][C:42]1[CH:43]=[C:44]([C:64]2[CH:65]=[N:66][CH:67]=[C:68]3[C:73]=2[N:72]=[C:71]([C:74]([NH2:76])=[O:75])[CH:70]=[CH:69]3)[CH:45]=[CH:46][C:47]=1OCCOCCOCCOC1CCCCO1.Cl.O1CCOCC1. Product: [C:74]([C:71]1[CH:70]=[CH:69][C:68]2[C:73](=[C:64]([C:44]3[CH:45]=[CH:46][C:47]([O:24][CH2:25][CH2:26][O:27][C:28]4[CH:40]=[CH:39][C:31]([C:32]([O:34][C:35]([CH3:36])([CH3:37])[CH3:38])=[O:33])=[CH:30][CH:29]=4)=[C:42]([F:41])[CH:43]=3)[CH:65]=[N:66][CH:67]=2)[N:72]=1)(=[O:75])[NH2:76]. The catalyst class is: 12.